Task: Predict which catalyst facilitates the given reaction.. Dataset: Catalyst prediction with 721,799 reactions and 888 catalyst types from USPTO (1) Reactant: [Cl:1][C:2]1[N:7]=[C:6](S(C)(=O)=O)[N:5]=[C:4]([N:12]2[CH2:17][CH2:16][O:15][CH2:14][CH2:13]2)[CH:3]=1.[NH:18]1[CH2:21][CH:20]([OH:22])[CH2:19]1.CCN(C(C)C)C(C)C.CN(C=O)C. Product: [Cl:1][C:2]1[CH:3]=[C:4]([N:12]2[CH2:17][CH2:16][O:15][CH2:14][CH2:13]2)[N:5]=[C:6]([N:18]2[CH2:21][CH:20]([OH:22])[CH2:19]2)[N:7]=1. The catalyst class is: 1. (2) Reactant: CO[C:3](=[O:33])[CH2:4][O:5][C:6]1[C:15]2[C:10](=[CH:11][CH:12]=[CH:13][CH:14]=2)[C:9]([NH:16][C:17](=[O:32])[C:18]2[CH:23]=[C:22]([N:24]3[CH2:29][CH2:28][CH:27]([CH3:30])[CH2:26][CH2:25]3)[CH:21]=[C:20]([F:31])[CH:19]=2)=[CH:8][CH:7]=1.[NH2:34][NH2:35]. Product: [F:31][C:20]1[CH:19]=[C:18]([CH:23]=[C:22]([N:24]2[CH2:25][CH2:26][CH:27]([CH3:30])[CH2:28][CH2:29]2)[CH:21]=1)[C:17]([NH:16][C:9]1[C:10]2[C:15](=[CH:14][CH:13]=[CH:12][CH:11]=2)[C:6]([O:5][CH2:4][C:3]([NH:34][NH2:35])=[O:33])=[CH:7][CH:8]=1)=[O:32]. The catalyst class is: 7. (3) Reactant: C([O:8][C@H:9]1[CH2:12][C@H:11]([O:13][C:14]2[CH:33]=[CH:32][C:17]([CH2:18][C@@H:19]([C:28]([O:30][CH3:31])=[O:29])[NH:20][C:21]([O:23][C:24]([CH3:27])([CH3:26])[CH3:25])=[O:22])=[CH:16][CH:15]=2)[CH2:10]1)C1C=CC=CC=1.[H][H]. Product: [C:24]([O:23][C:21]([NH:20][C@H:19]([C:28]([O:30][CH3:31])=[O:29])[CH2:18][C:17]1[CH:32]=[CH:33][C:14]([O:13][C@H:11]2[CH2:12][C@H:9]([OH:8])[CH2:10]2)=[CH:15][CH:16]=1)=[O:22])([CH3:26])([CH3:27])[CH3:25]. The catalyst class is: 19. (4) Reactant: [C:1]([C:5]1[CH:10]=[CH:9][C:8]([S:11]([NH:14][C:15]2[CH:20]=[CH:19][C:18]([Cl:21])=[CH:17][C:16]=2[N:22]2[C:26]([CH:27](OCC)OCC)=[CH:25][N:24]=[N:23]2)(=[O:13])=[O:12])=[CH:7][CH:6]=1)([CH3:4])([CH3:3])[CH3:2].CC(OC(C)=O)=O.[N:41]1[CH:46]=CC=C[CH:42]=1.CNC.[BH-](OC(C)=O)(OC(C)=O)OC(C)=O.[Na+]. Product: [C:1]([C:5]1[CH:6]=[CH:7][C:8]([S:11]([NH:14][C:15]2[CH:20]=[CH:19][C:18]([Cl:21])=[CH:17][C:16]=2[N:22]2[C:26]([CH2:27][N:41]([CH3:46])[CH3:42])=[CH:25][N:24]=[N:23]2)(=[O:12])=[O:13])=[CH:9][CH:10]=1)([CH3:4])([CH3:2])[CH3:3]. The catalyst class is: 28. (5) Reactant: [C:1]([CH:9]1[CH2:14][CH2:13][N:12]([CH2:15][C:16]([OH:18])=O)[CH2:11][CH2:10]1)(=[O:8])[C:2]1[CH:7]=[CH:6][CH:5]=[CH:4][CH:3]=1.[F:19][CH:20]([F:35])[CH2:21][NH:22][CH2:23][C:24]1[NH:25][C:26](=[O:34])[C:27]2[CH2:33][O:32][CH2:31][CH2:30][C:28]=2[N:29]=1.CC#N.O. Product: [C:1]([CH:9]1[CH2:10][CH2:11][N:12]([CH2:15][C:16]([N:22]([CH2:21][CH:20]([F:35])[F:19])[CH2:23][C:24]2[NH:25][C:26](=[O:34])[C:27]3[CH2:33][O:32][CH2:31][CH2:30][C:28]=3[N:29]=2)=[O:18])[CH2:13][CH2:14]1)(=[O:8])[C:2]1[CH:3]=[CH:4][CH:5]=[CH:6][CH:7]=1. The catalyst class is: 106. (6) The catalyst class is: 5. Reactant: [N+:1]([C:4]1[NH:8][N:7]=[C:6]([C:9]([O:11][CH3:12])=[O:10])[CH:5]=1)([O-])=O. Product: [NH2:1][C:4]1[NH:8][N:7]=[C:6]([C:9]([O:11][CH3:12])=[O:10])[CH:5]=1. (7) Reactant: [Cl:1][C:2]1[CH:3]=[C:4]([C:9]2([C:24]([F:27])([F:26])[F:25])[O:13][N:12]=[C:11]([C:14]3[CH:22]=[CH:21][C:17]([C:18](Cl)=[O:19])=[C:16]([CH3:23])[CH:15]=3)[CH2:10]2)[CH:5]=[C:6]([Cl:8])[CH:7]=1.S(O)(O)(=O)=O.[CH3:33][O:34][C:35](=[NH:37])[NH2:36].C(=O)([O-])[O-].[K+].[K+]. Product: [NH2:37][C:35]([O:34][CH3:33])=[N:36][C:18](=[O:19])[C:17]1[CH:21]=[CH:22][C:14]([C:11]2[CH2:10][C:9]([C:4]3[CH:5]=[C:6]([Cl:8])[CH:7]=[C:2]([Cl:1])[CH:3]=3)([C:24]([F:26])([F:27])[F:25])[O:13][N:12]=2)=[CH:15][C:16]=1[CH3:23]. The catalyst class is: 10.